From a dataset of Reaction yield outcomes from USPTO patents with 853,638 reactions. Predict the reaction yield, written as a fraction of the theoretical maximum amount of product (1.0 means a 100% yield; for example, 0.34 means a 34% yield). (1) The reactants are C(O[C:9]1[CH:14]=[CH:13][C:12]([CH:15]2[CH2:20][CH2:19][CH:18]([CH:21]=O)[CH2:17][CH2:16]2)=[CH:11][CH:10]=1)C1C=CC=CC=1.[CH:23]([C:25]([CH3:27])=[O:26])=[CH2:24].[OH-:28].[K+].Cl. The catalyst is C1COCC1.C(O)C. The product is [CH2:15]([O:28][C:9]1[CH:10]=[CH:11][C:12]([CH:15]2[CH2:16][CH2:17][C:18]3([CH:21]=[CH:27][C:25](=[O:26])[CH2:23][CH2:24]3)[CH2:19][CH2:20]2)=[CH:13][CH:14]=1)[C:12]1[CH:13]=[CH:14][CH:9]=[CH:10][CH:11]=1. The yield is 0.580. (2) The reactants are C(N(CC)C(C)C)(C)C.[F:10][C:11]([F:24])([F:23])[S:12]([O:15]S(C(F)(F)F)(=O)=O)(=[O:14])=[O:13].[CH2:25]([C:27]([C:45]1[CH:50]=[CH:49][C:48](O)=[CH:47][CH:46]=1)([C:30]1[CH:35]=[CH:34][C:33](/[CH:36]=[CH:37]/[C:38]([CH2:42][CH3:43])([OH:41])[CH2:39][CH3:40])=[C:32]([CH3:44])[CH:31]=1)[CH2:28][CH3:29])[CH3:26].C(=O)(O)[O-].[Na+]. The catalyst is ClCCl. The product is [CH2:25]([C:27]([C:45]1[CH:46]=[CH:47][C:48]([O:15][S:12]([C:11]([F:24])([F:23])[F:10])(=[O:14])=[O:13])=[CH:49][CH:50]=1)([C:30]1[CH:35]=[CH:34][C:33](/[CH:36]=[CH:37]/[C:38]([CH2:39][CH3:40])([OH:41])[CH2:42][CH3:43])=[C:32]([CH3:44])[CH:31]=1)[CH2:28][CH3:29])[CH3:26]. The yield is 0.920.